Dataset: Catalyst prediction with 721,799 reactions and 888 catalyst types from USPTO. Task: Predict which catalyst facilitates the given reaction. Reactant: Cl.Cl.[NH2:3][CH2:4][C:5]([N:8]1[CH:12]=[C:11]([NH:13][C:14]2[N:19]=[C:18]([N:20]3[CH2:24][CH2:23][C@:22]([CH:27]4[CH2:29][CH2:28]4)([C:25]#[N:26])[C:21]3=[O:30])[CH:17]=[CH:16][N:15]=2)[CH:10]=[N:9]1)([CH3:7])[CH3:6].C(N(CC)CC)C.[CH3:38][O:39][CH2:40][C:41]([Cl:43])=[O:42].O. Product: [ClH:43].[C:25]([C@@:22]1([CH:27]2[CH2:28][CH2:29]2)[CH2:23][CH2:24][N:20]([C:18]2[CH:17]=[CH:16][N:15]=[C:14]([NH:13][C:11]3[CH:10]=[N:9][N:8]([C:5]([CH3:7])([CH3:6])[CH2:4][NH:3][C:41](=[O:42])[CH2:40][O:39][CH3:38])[CH:12]=3)[N:19]=2)[C:21]1=[O:30])#[N:26]. The catalyst class is: 7.